Dataset: Experimentally validated miRNA-target interactions with 360,000+ pairs, plus equal number of negative samples. Task: Binary Classification. Given a miRNA mature sequence and a target amino acid sequence, predict their likelihood of interaction. (1) The miRNA is hsa-miR-1293 with sequence UGGGUGGUCUGGAGAUUUGUGC. The protein sequence of the target gene is MRPRMKYSNSKISPAKFSSTAGEALVPPCKIRRSQQKTKEFCHVYCMRLRSGLTIRKETSYFRKEPTKRYSLKSGTKHEENFSAYPRDSRKRSLLGSIQAFAASVDTLSIQGTSLLTQSPASLSTYNDQSVSFVLENGCYVINVDDSGKDQEQDQVLLRYYESPCPASQSGDGVDGKKLMVNMSPIKDTDIWLHANDKDYSVELQRGDVSPPEQAFFVLHKKSSDFVSFECKNLPGTYIGVKDNQLALVEEKDESCNNIMFKLSKI. Result: 0 (no interaction). (2) The miRNA is hsa-miR-4291 with sequence UUCAGCAGGAACAGCU. The protein sequence of the target gene is MKRNGSRNCLNRRSRFGSRERDWLREDVKRGCVYLYGADTTTATTTTTTSSSSSSSSSSSDLHLVLCTVETPASEICAGEGRESLYLQLHGDLVRRLEPTERPLQIVYDYLSRLGFDDPVRIQEEATNPDLGCMIRFYGEKPCHMDRLDRILLSGIYNVRKGKTQLHKWAERLVVLCGTCLIVSSVKDCQTGKMHILPLVGGKIEEVKRRQYSLAFSSAGAQAQTYHVSFETLAEYQRWQRQASKVVSQRISTVDLSCYSLEEVPEHLFYSQDITYLNLRHNFMQLERPGGLDTLYKFSQ.... Result: 1 (interaction). (3) The miRNA is mmu-miR-883a-5p with sequence UGCUGAGAGAAGUAGCAGUUAC. The protein sequence of the target gene is MAFQDLLGHAGDLWRFQILQTVFLSIFAVATYLHFMLENFTAFIPGHRCWVHILDNDTVSDNDTGALSQDALLRISIPLDSNMRPEKCRRFVHPQWQLLHLNGTFPNTSDADMEPCVDGWVYDRISFSSTIVTEWDLVCDSQSLTSVAKFVFMAGMMVGGILGGHLSDRFGRRFVLRWCYLQVAIVGTCAALAPTFLIYCSLRFLSGIAAMSLITNTIMLIAEWATHRFQAMGITLGMCPSGIAFMTLAGLAFAIRDWHILQLVVSVPYFVIFLTSSWLLESARWLIINNKPEEGLKELR.... Result: 0 (no interaction). (4) The miRNA is mmu-miR-10b-5p with sequence UACCCUGUAGAACCGAAUUUGUG. The protein sequence of the target gene is MEEKPGQPQPQHHHSHHHPHHHPQQQQQQQSHHHHHYYFYNHSHNHHHHHHHQQPHQYLQHGAEGSPKAQPKPLKHEQKHTLQQHQETPKKKTGYGEINGNAGEREISLKSLSSDEATNPISRVLNGNQQVVETSLKQTVKTSTFGKAGIKTKNFIQKNSMDKKNGKSYENKSGETQAVDKTDTIAIPNGVITSSSGYITNGYMSKGADNDGSGSESGYTTPKKRKARRNSAKGCENLNLVQDKIMQETSVPALKQGLETLKPDYSEQKGMRVDGSKPIWKYETGPGGTSRGKPAMGDVL.... Result: 1 (interaction). (5) The miRNA is mmu-miR-540-5p with sequence CAAGGGUCACCCUCUGACUCUGU. The protein sequence of the target gene is MRGHPSLLLLYMALTTCLDTSPSEETDQEVFLGPPEAQSFLSSHTRIPRANHWDLELLTPGNLERECLEERCSWEEAREYFEDNTLTERFWESYIYNGKGGRGRVDVASLAVGLTGGILLIVLAGLGAFWYLRWRQHRGQQPCPQEAGLISPLSPLNPLGPPTPLPPPPPPPPGLPTYEQALAASGVHDAPPPPYTSLRRPH. Result: 0 (no interaction).